From a dataset of Reaction yield outcomes from USPTO patents with 853,638 reactions. Predict the reaction yield, written as a fraction of the theoretical maximum amount of product (1.0 means a 100% yield; for example, 0.34 means a 34% yield). (1) The reactants are [NH:1]1[CH2:11][CH2:10][CH2:9][C@@H:3]([C:4]([O:6][CH2:7][CH3:8])=[O:5])[CH2:2]1.[CH:12](O)=O.C(=O)([O-])O.[Na+].[OH-].[Na+]. The catalyst is C=O. The product is [CH3:12][N:1]1[CH2:11][CH2:10][CH2:9][C@@H:3]([C:4]([O:6][CH2:7][CH3:8])=[O:5])[CH2:2]1. The yield is 0.730. (2) The reactants are [F:1][C:2]([F:25])([F:24])[C:3]1[CH:8]=[CH:7][CH:6]=[CH:5][C:4]=1[CH2:9][NH:10][CH:11]1[CH2:16][CH2:15][N:14]([C:17]([O:19][C:20]([CH3:23])([CH3:22])[CH3:21])=[O:18])[CH2:13][CH2:12]1.C(O)(=O)C.[C:30]1(=O)[CH2:34][CH2:33][CH2:32][CH2:31]1.[Na]. The catalyst is ClCCCl. The product is [F:25][C:2]([F:24])([F:1])[C:3]1[CH:8]=[CH:7][CH:6]=[CH:5][C:4]=1[CH2:9][N:10]([CH:30]1[CH2:34][CH2:33][CH2:32][CH2:31]1)[CH:11]1[CH2:12][CH2:13][N:14]([C:17]([O:19][C:20]([CH3:22])([CH3:21])[CH3:23])=[O:18])[CH2:15][CH2:16]1. The yield is 0.800. (3) The reactants are Cl[CH2:2][C:3]1[CH:8]=[CH:7][N:6]=[C:5]([N:9]2[CH2:14][CH2:13][N:12]([C:15]([O:17][CH2:18][C:19]3[CH:24]=[CH:23][CH:22]=[CH:21][CH:20]=3)=[O:16])[CH2:11][CH2:10]2)[CH:4]=1.[C-:25]#[N:26].[K+]. The catalyst is CS(C)=O.C([O-])(O)=O.[Na+]. The product is [C:25]([CH2:2][C:3]1[CH:8]=[CH:7][N:6]=[C:5]([N:9]2[CH2:14][CH2:13][N:12]([C:15]([O:17][CH2:18][C:19]3[CH:24]=[CH:23][CH:22]=[CH:21][CH:20]=3)=[O:16])[CH2:11][CH2:10]2)[CH:4]=1)#[N:26]. The yield is 0.510. (4) The product is [CH2:30]([O:29][C:27](=[O:28])[CH2:26][CH2:32][N:1]1[C:9]2[C:4](=[CH:5][C:6]([C:10]([N:12]3[CH2:18][C:17]4([CH3:20])[CH2:19][CH:13]3[CH2:14][C:15]([CH3:22])([CH3:21])[CH2:16]4)=[O:11])=[CH:7][CH:8]=2)[CH:3]=[CH:2]1)[CH3:31]. The catalyst is CN(C=O)C. The reactants are [NH:1]1[C:9]2[C:4](=[CH:5][C:6]([C:10]([N:12]3[CH2:18][C:17]4([CH3:20])[CH2:19][CH:13]3[CH2:14][C:15]([CH3:22])([CH3:21])[CH2:16]4)=[O:11])=[CH:7][CH:8]=2)[CH:3]=[CH:2]1.[H-].[Na+].Br[CH:26]([CH3:32])[C:27]([O:29][CH2:30][CH3:31])=[O:28]. The yield is 0.370. (5) The reactants are Br[C:2]1[N:6]2[C:7](=[O:22])[CH:8]=[C:9]([CH2:11][N:12]([CH2:20][CH3:21])[C:13]3[CH:18]=[CH:17][C:16]([F:19])=[CH:15][CH:14]=3)[N:10]=[C:5]2[S:4][C:3]=1[CH3:23].[CH3:24][C:25]1(C)C(C)(C)[O:28][CH:27]([CH:32]2[CH2:34][CH:33]2C(OCC)=O)[O:26]1.C(=O)([O-])[O-].[K+].[K+]. The catalyst is C(#N)C.O.C1C=CC(P(C2C=CC=CC=2)[C-]2C=CC=C2)=CC=1.C1C=CC(P(C2C=CC=CC=2)[C-]2C=CC=C2)=CC=1.Cl[Pd]Cl.[Fe+2]. The product is [CH2:20]([N:12]([CH2:11][C:9]1[N:10]=[C:5]2[S:4][C:3]([CH3:23])=[C:2]([CH:33]3[CH2:34][CH:32]3[C:27]([O:26][CH2:25][CH3:24])=[O:28])[N:6]2[C:7](=[O:22])[CH:8]=1)[C:13]1[CH:18]=[CH:17][C:16]([F:19])=[CH:15][CH:14]=1)[CH3:21]. The yield is 0.370. (6) The reactants are [NH3:1].[N:2]([C:5]1[CH:10]=[CH:9][C:8]([C:11]2[CH:12]=[N:13][N:14]([CH3:16])[CH:15]=2)=[C:7]([O:17][CH3:18])[CH:6]=1)=[C:3]=[S:4]. No catalyst specified. The product is [CH3:18][O:17][C:7]1[CH:6]=[C:5]([NH:2][C:3]([NH2:1])=[S:4])[CH:10]=[CH:9][C:8]=1[C:11]1[CH:12]=[N:13][N:14]([CH3:16])[CH:15]=1. The yield is 0.860. (7) The reactants are [CH:1]([O:4][C:5]1[CH:14]=[C:13]2[C:8]([CH2:9][CH2:10][C:11](=O)[NH:12]2)=[CH:7][C:6]=1[O:16][CH3:17])([CH3:3])[CH3:2].CC(C)([O-])C.[K+].P(Cl)(OCC)(OCC)=O.[N+:33]([CH2:35][C:36]([O:38][CH2:39][CH3:40])=[O:37])#[C-:34]. The catalyst is C1COCC1. The product is [CH2:39]([O:38][C:36]([C:35]1[N:33]=[CH:34][N:12]2[C:13]3[C:8](=[CH:7][C:6]([O:16][CH3:17])=[C:5]([O:4][CH:1]([CH3:3])[CH3:2])[CH:14]=3)[CH2:9][CH2:10][C:11]=12)=[O:37])[CH3:40]. The yield is 0.490. (8) The reactants are [NH2:1][C:2]1[C:7]([CH:8]=O)=[CH:6][N:5]=[C:4]([S:10][CH3:11])[N:3]=1.[Cl:12][C:13]1[C:18]([O:19][CH3:20])=[CH:17][C:16]([O:21][CH3:22])=[C:15]([Cl:23])[C:14]=1[CH2:24][C:25]#[N:26].C(=O)([O-])[O-].[K+].[K+]. The catalyst is CN(C=O)C. The product is [Cl:12][C:13]1[C:18]([O:19][CH3:20])=[CH:17][C:16]([O:21][CH3:22])=[C:15]([Cl:23])[C:14]=1[C:24]1[C:25](=[NH:26])[NH:1][C:2]2[N:3]=[C:4]([S:10][CH3:11])[N:5]=[CH:6][C:7]=2[CH:8]=1. The yield is 0.350. (9) The reactants are [CH3:1][C:2]1[NH:3][CH:4]=[C:5]([CH3:7])[N:6]=1.CS(O[CH:13]1[CH2:18][CH2:17][N:16]([C:19]([O:21][C:22]([CH3:25])([CH3:24])[CH3:23])=[O:20])[CH2:15][CH2:14]1)(=O)=O.C(=O)([O-])[O-].[K+].[K+]. The catalyst is CN(C=O)C. The product is [CH3:1][C:2]1[N:3]([CH:13]2[CH2:18][CH2:17][N:16]([C:19]([O:21][C:22]([CH3:25])([CH3:24])[CH3:23])=[O:20])[CH2:15][CH2:14]2)[CH:4]=[C:5]([CH3:7])[N:6]=1. The yield is 0.0600. (10) The reactants are [CH3:1][S:2]([N:5]1[CH2:10][CH2:9][C:8]2[N:11]([CH2:24][CH2:25][CH:26]=O)[N:12]=[C:13]([C:14]3[CH:19]=[CH:18][C:17]([C:20]([F:23])([F:22])[F:21])=[CH:16][CH:15]=3)[C:7]=2[CH2:6]1)(=[O:4])=[O:3].Cl.[NH:29]1[CH2:34][CH2:33][CH:32]([N:35]2[C:39]3[CH:40]=[CH:41][CH:42]=[CH:43][C:38]=3[N:37]=[N:36]2)[CH2:31][CH2:30]1.CC(O)=O.[BH-](OC(C)=O)(OC(C)=O)OC(C)=O.[Na+].C([O-])(O)=O.[Na+]. The catalyst is C(Cl)Cl.CCN(CC)CC. The product is [CH3:1][S:2]([N:5]1[CH2:10][CH2:9][C:8]2[N:11]([CH2:24][CH2:25][CH2:26][N:29]3[CH2:30][CH2:31][CH:32]([N:35]4[C:39]5[CH:40]=[CH:41][CH:42]=[CH:43][C:38]=5[N:37]=[N:36]4)[CH2:33][CH2:34]3)[N:12]=[C:13]([C:14]3[CH:19]=[CH:18][C:17]([C:20]([F:23])([F:22])[F:21])=[CH:16][CH:15]=3)[C:7]=2[CH2:6]1)(=[O:4])=[O:3]. The yield is 0.800.